Task: Predict the reactants needed to synthesize the given product.. Dataset: Full USPTO retrosynthesis dataset with 1.9M reactions from patents (1976-2016) (1) Given the product [NH2:38][C:34]1[N:33]=[CH:32][N:31]=[C:30]2[C:35]=1[N:36]=[CH:37][N:29]2[C@H:6]1[C@H:5]([OH:4])[C@H:9]([O:10][CH2:11][C:12]2[CH:17]=[CH:16][CH:15]=[CH:14][CH:13]=2)[C@:8]([CH2:20][O:21][CH2:22][C:23]2[CH:24]=[CH:25][CH:26]=[CH:27][CH:28]=2)([CH:18]=[CH2:19])[O:7]1, predict the reactants needed to synthesize it. The reactants are: C([O:4][C@@H:5]1[C@H:9]([O:10][CH2:11][C:12]2[CH:17]=[CH:16][CH:15]=[CH:14][CH:13]=2)[C@:8]([CH2:20][O:21][CH2:22][C:23]2[CH:28]=[CH:27][CH:26]=[CH:25][CH:24]=2)([CH:18]=[CH2:19])[O:7][C@H:6]1[N:29]1[CH:37]=[N:36][C:35]2[C:30]1=[N:31][CH:32]=[N:33][C:34]=2[NH2:38])(=O)C. (2) Given the product [C:33]1([C:20]([C:21]2[CH:22]=[CH:23][CH:24]=[CH:25][CH:26]=2)([C:27]2[CH:28]=[CH:29][CH:30]=[CH:31][CH:32]=2)[N:18]2[CH:19]=[C:15]([C:2]3[C:3]([CH:8]=[O:9])=[N:4][CH:5]=[CH:6][CH:7]=3)[N:16]=[CH:17]2)[CH:38]=[CH:37][CH:36]=[CH:35][CH:34]=1, predict the reactants needed to synthesize it. The reactants are: Br[C:2]1[C:3]([CH:8]=[O:9])=[N:4][CH:5]=[CH:6][CH:7]=1.C([Sn](CCCC)(CCCC)[C:15]1[N:16]=[CH:17][N:18]([C:20]([C:33]2[CH:38]=[CH:37][CH:36]=[CH:35][CH:34]=2)([C:27]2[CH:32]=[CH:31][CH:30]=[CH:29][CH:28]=2)[C:21]2[CH:26]=[CH:25][CH:24]=[CH:23][CH:22]=2)[CH:19]=1)CCC.